Predict the product of the given reaction. From a dataset of Forward reaction prediction with 1.9M reactions from USPTO patents (1976-2016). (1) Given the reactants C(O[C:4]([C:6]1[C:11]([NH:12][C:13]2[CH:14]=[N:15][CH:16]=[N:17][CH:18]=2)=[CH:10][CH:9]=[C:8]([CH3:19])[N:7]=1)=[O:5])C.[NH2:20][C:21]1[S:22][C:23]([CH3:26])=[CH:24][N:25]=1, predict the reaction product. The product is: [CH3:26][C:23]1[S:22][C:21]([NH:20][C:4]([C:6]2[C:11]([NH:12][C:13]3[CH:18]=[N:17][CH:16]=[N:15][CH:14]=3)=[CH:10][CH:9]=[C:8]([CH3:19])[N:7]=2)=[O:5])=[N:25][CH:24]=1. (2) Given the reactants [CH3:1][C:2]1[CH:6]=[C:5](C)[N:4]([C:8](=[NH:22])[NH:9][S:10]([C:13]2[CH:18]=[CH:17][CH:16]=[CH:15][C:14]=2[N+:19]([O-:21])=[O:20])(=[O:12])=[O:11])N=1.CS(O)(=O)=O.N1CCCC1, predict the reaction product. The product is: [NH2:22][C:8]([N:4]1[CH2:1][CH2:2][CH2:6][CH2:5]1)=[N:9][S:10]([C:13]1[CH:18]=[CH:17][CH:16]=[CH:15][C:14]=1[N+:19]([O-:21])=[O:20])(=[O:11])=[O:12]. (3) Given the reactants [CH3:1][C:2]1[CH:7]=[CH:6][C:5]([CH3:8])=[CH:4][C:3]=1[OH:9].[C:10]1([OH:16])C=CC=CC=1, predict the reaction product. The product is: [OH:9][C:3]1[C:4]([CH:10]=[O:16])=[C:5]([CH3:8])[CH:6]=[CH:7][C:2]=1[CH3:1]. (4) Given the reactants N([O-])=O.[Na+].N[C:6]1[C:14]([F:15])=[CH:13][CH:12]=[CH:11][C:7]=1[C:8]([OH:10])=[O:9].[I-:16].[K+], predict the reaction product. The product is: [F:15][C:14]1[C:6]([I:16])=[C:7]([CH:11]=[CH:12][CH:13]=1)[C:8]([OH:10])=[O:9]. (5) Given the reactants [C:1]([C:5]1[CH:10]=[CH:9][C:8]([NH:11][C:12](=[O:22])[NH:13][CH:14]([CH3:21])[CH2:15][C:16](OCC)=[O:17])=[CH:7][CH:6]=1)([CH3:4])([CH3:3])[CH3:2].[Li+].[BH4-], predict the reaction product. The product is: [C:1]([C:5]1[CH:10]=[CH:9][C:8]([NH:11][C:12]([NH:13][CH:14]([CH2:15][CH2:16][OH:17])[CH3:21])=[O:22])=[CH:7][CH:6]=1)([CH3:2])([CH3:3])[CH3:4]. (6) Given the reactants B(Br)(Br)Br.[Br:5][C:6]1[C:15]([O:16]C)=[CH:14][CH:13]=[C:12]2[C:7]=1[CH:8]=[CH:9][C:10]([CH2:18][N:19]([CH3:36])[C:20]([C:22]1[C:30]3[C:25](=[CH:26][CH:27]=[CH:28][CH:29]=3)[N:24]([CH3:31])[C:23]=1[CH2:32][CH2:33][CH2:34][CH3:35])=[O:21])=[CH:11]2.C(=O)=O.CC(C)=O.O, predict the reaction product. The product is: [Br:5][C:6]1[C:15]([OH:16])=[CH:14][CH:13]=[C:12]2[C:7]=1[CH:8]=[CH:9][C:10]([CH2:18][N:19]([CH3:36])[C:20]([C:22]1[C:30]3[C:25](=[CH:26][CH:27]=[CH:28][CH:29]=3)[N:24]([CH3:31])[C:23]=1[CH2:32][CH2:33][CH2:34][CH3:35])=[O:21])=[CH:11]2.